The task is: Regression. Given a peptide amino acid sequence and an MHC pseudo amino acid sequence, predict their binding affinity value. This is MHC class I binding data.. This data is from Peptide-MHC class I binding affinity with 185,985 pairs from IEDB/IMGT. (1) The MHC is HLA-C04:01 with pseudo-sequence HLA-C04:01. The binding affinity (normalized) is 0.213. The peptide sequence is YIISTHYQF. (2) The peptide sequence is SLVWAPLILAYF. The MHC is HLA-A33:01 with pseudo-sequence HLA-A33:01. The binding affinity (normalized) is 0.145. (3) The peptide sequence is AVAVARVAA. The MHC is HLA-B38:01 with pseudo-sequence HLA-B38:01. The binding affinity (normalized) is 0.0847.